Dataset: Retrosynthesis with 50K atom-mapped reactions and 10 reaction types from USPTO. Task: Predict the reactants needed to synthesize the given product. Given the product OCCCCCc1ccccn1, predict the reactants needed to synthesize it. The reactants are: OCCCC#Cc1ccccn1.